This data is from Full USPTO retrosynthesis dataset with 1.9M reactions from patents (1976-2016). The task is: Predict the reactants needed to synthesize the given product. (1) Given the product [NH2:11][CH2:10][CH2:9][C@H:8]([C:12]1[CH:17]=[CH:16][CH:15]=[C:14]([O:18][CH2:19][CH2:20][C:21]2[CH:22]=[CH:23][CH:24]=[CH:25][CH:26]=2)[N:13]=1)[OH:7], predict the reactants needed to synthesize it. The reactants are: [H-].[H-].[H-].[H-].[Li+].[Al+3].[OH:7][C@@H:8]([C:12]1[CH:17]=[CH:16][CH:15]=[C:14]([O:18][CH2:19][CH2:20][C:21]2[CH:26]=[CH:25][CH:24]=[CH:23][CH:22]=2)[N:13]=1)[CH2:9][C:10]#[N:11].N.CO.C(Cl)Cl. (2) Given the product [Br:1][C:2]1[CH:14]=[C:13]2[C:5]([C:6]3[CH:7]=[CH:8][C:9]([C:21]4[CH:33]=[CH:32][C:31]5[C:30]6[C:25](=[CH:26][C:27]([C:49]7[CH:50]=[CH:51][C:46]([O:45][CH2:44][CH:43]([CH2:41][CH3:42])[CH2:61][CH2:62][CH2:63][CH3:64])=[CH:47][CH:48]=7)=[CH:28][CH:29]=6)[C:24]([CH2:38][CH2:39][CH3:40])([CH2:35][CH2:36][CH3:37])[C:23]=5[CH:22]=4)=[CH:10][C:11]=3[C:12]2([CH2:18][CH2:19][CH3:20])[CH2:15][CH2:16][CH3:17])=[CH:4][CH:3]=1, predict the reactants needed to synthesize it. The reactants are: [Br:1][C:2]1[CH:14]=[C:13]2[C:5]([C:6]3[CH:7]=[CH:8][C:9]([C:21]4[CH:33]=[CH:32][C:31]5[C:30]6[C:25](=[CH:26][C:27](I)=[CH:28][CH:29]=6)[C:24]([CH2:38][CH2:39][CH3:40])([CH2:35][CH2:36][CH3:37])[C:23]=5[CH:22]=4)=[CH:10][C:11]=3[C:12]2([CH2:18][CH2:19][CH3:20])[CH2:15][CH2:16][CH3:17])=[CH:4][CH:3]=1.[CH2:41]([CH:43]([CH2:61][CH2:62][CH2:63][CH3:64])[CH2:44][O:45][C:46]1[CH:51]=[CH:50][C:49](B2OC(C)(C)C(C)(C)O2)=[CH:48][CH:47]=1)[CH3:42].C(=O)([O-])[O-].[K+].[K+].C1(C)C=CC=CC=1. (3) Given the product [S:1]1[C:5]2[CH:6]=[CH:7][CH:8]=[CH:9][C:4]=2[N:3]=[C:2]1[N:10]1[C:14](=[O:15])[C:13](=[CH:23][N:24]([CH3:26])[CH3:25])[C:12]([C:16]2[S:17][CH:18]=[CH:19][CH:20]=2)=[N:11]1, predict the reactants needed to synthesize it. The reactants are: [S:1]1[C:5]2[CH:6]=[CH:7][CH:8]=[CH:9][C:4]=2[N:3]=[C:2]1[N:10]1[C:14](=[O:15])[CH:13]=[C:12]([C:16]2[S:17][CH:18]=[CH:19][CH:20]=2)[NH:11]1.CO[CH:23](OC)[N:24]([CH3:26])[CH3:25].C(OCC)C.